From a dataset of CYP3A4 inhibition data for predicting drug metabolism from PubChem BioAssay. Regression/Classification. Given a drug SMILES string, predict its absorption, distribution, metabolism, or excretion properties. Task type varies by dataset: regression for continuous measurements (e.g., permeability, clearance, half-life) or binary classification for categorical outcomes (e.g., BBB penetration, CYP inhibition). Dataset: cyp3a4_veith. (1) The compound is N[C@@H](Cn1ccc(=O)n(Cc2ccccc2C(=O)O)c1=O)C(=O)O. The result is 0 (non-inhibitor). (2) The drug is COc1cc(C2C(C#N)=C(N)OC3=C2C(=O)CCC3)c([N+](=O)[O-])cc1OC. The result is 1 (inhibitor). (3) The drug is COc1ccc2[nH]cc(CCNc3ncncc3-c3ccccc3C(F)(F)F)c2c1. The result is 1 (inhibitor). (4) The result is 0 (non-inhibitor). The molecule is CN(C)CCN(C)CCc1ccc(Cl)c(Cl)c1. (5) The molecule is CN(C)Cc1ccccc1-c1cc(Nc2ccccc2)ncn1. The result is 0 (non-inhibitor).